This data is from Reaction yield outcomes from USPTO patents with 853,638 reactions. The task is: Predict the reaction yield, written as a fraction of the theoretical maximum amount of product (1.0 means a 100% yield; for example, 0.34 means a 34% yield). (1) The reactants are Cl[C:2]1[CH:3]=[C:4]([CH:31]=[C:32]([CH3:34])[N:33]=1)[C:5]([NH:7][C:8]1[CH:13]=[C:12]([C:14]2[N:18]3[N:19]=[CH:20][CH:21]=[CH:22][C:17]3=[N:16][C:15]=2[C:23]2[CH:28]=[CH:27][C:26]([F:29])=[C:25]([CH3:30])[CH:24]=2)[CH:11]=[CH:10][N:9]=1)=[O:6].C(N(CC)CC)C. The catalyst is CN(C)C=O.[C].[Pd]. The product is [F:29][C:26]1[CH:27]=[CH:28][C:23]([C:15]2[N:16]=[C:17]3[CH:22]=[CH:21][CH:20]=[N:19][N:18]3[C:14]=2[C:12]2[CH:11]=[CH:10][N:9]=[C:8]([NH:7][C:5](=[O:6])[C:4]3[CH:3]=[CH:2][N:33]=[C:32]([CH3:34])[CH:31]=3)[CH:13]=2)=[CH:24][C:25]=1[CH3:30]. The yield is 0.520. (2) The reactants are [N:1]1[CH:6]=[CH:5][CH:4]=[CH:3][C:2]=1[NH:7][N:8]=[C:9]1[CH2:13][CH2:12][CH2:11][CH:10]1[C:14]#[N:15].CCO.Cl. No catalyst specified. The product is [N:1]1[CH:6]=[CH:5][CH:4]=[CH:3][C:2]=1[N:7]1[C:14]([NH2:15])=[C:10]2[CH2:11][CH2:12][CH2:13][C:9]2=[N:8]1. The yield is 0.816. (3) The reactants are [CH3:1][N:2]([CH3:32])[C:3]([C:5]1[N:26]([CH:27]2[CH2:31][CH2:30][CH2:29][CH2:28]2)[C:8]2[N:9]=[C:10]([NH:13][C:14]3[CH:19]=[CH:18][C:17]([N:20]4[CH2:25][CH2:24][NH:23][CH2:22][CH2:21]4)=[CH:16][N:15]=3)[N:11]=[CH:12][C:7]=2[CH:6]=1)=[O:4].[CH3:33][O:34][C:35](=[O:39])[CH:36](Br)[CH3:37]. No catalyst specified. The product is [CH3:33][O:34][C:35](=[O:39])[CH:36]([N:23]1[CH2:22][CH2:21][N:20]([C:17]2[CH:16]=[N:15][C:14]([NH:13][C:10]3[N:11]=[CH:12][C:7]4[CH:6]=[C:5]([C:3](=[O:4])[N:2]([CH3:32])[CH3:1])[N:26]([CH:27]5[CH2:31][CH2:30][CH2:29][CH2:28]5)[C:8]=4[N:9]=3)=[CH:19][CH:18]=2)[CH2:25][CH2:24]1)[CH3:37]. The yield is 0.390. (4) The reactants are [CH3:1][O:2][CH2:3][C@@H:4]([O:6][C:7]1[CH:8]=[C:9]([CH:14]=[C:15]([O:17][C:18]2[CH:23]=[CH:22][C:21]([S:24]([CH3:27])(=[O:26])=[O:25])=[CH:20][CH:19]=2)[CH:16]=1)[C:10]([O:12]C)=[O:11])[CH3:5].[OH-].[Na+]. The catalyst is C1COCC1. The product is [CH3:1][O:2][CH2:3][C@@H:4]([O:6][C:7]1[CH:8]=[C:9]([CH:14]=[C:15]([O:17][C:18]2[CH:19]=[CH:20][C:21]([S:24]([CH3:27])(=[O:25])=[O:26])=[CH:22][CH:23]=2)[CH:16]=1)[C:10]([OH:12])=[O:11])[CH3:5]. The yield is 0.830. (5) The reactants are C(N(CC)CC)C.[N:8]1([CH2:14][C:15]2[CH:20]=[CH:19][C:18]([NH2:21])=[CH:17][CH:16]=2)[CH2:13][CH2:12][O:11][CH2:10][CH2:9]1.[C:22](Cl)(Cl)=[S:23].[OH-].[Na+]. The catalyst is O1CCCC1. The product is [N:21]([C:18]1[CH:19]=[CH:20][C:15]([CH2:14][N:8]2[CH2:13][CH2:12][O:11][CH2:10][CH2:9]2)=[CH:16][CH:17]=1)=[C:22]=[S:23]. The yield is 0.910. (6) The reactants are Br[C:2]1[CH:7]=[CH:6][CH:5]=[CH:4][N:3]=1.[Br:8][C:9]1[CH:10]=[C:11](O)[CH:12]=[CH:13][CH:14]=1.C(=O)([O-])[O-].[K+].[K+].[OH-].[Na+]. No catalyst specified. The product is [Br:8][C:9]1[CH:14]=[C:13]([C:2]2[CH:7]=[CH:6][CH:5]=[CH:4][N:3]=2)[CH:12]=[CH:11][CH:10]=1. The yield is 0.732. (7) The yield is 0.430. No catalyst specified. The product is [N:13]1([C:10]([C:6]2[CH:5]=[C:4]3[C:9](=[CH:8][CH:7]=2)[NH:1][CH:2]=[CH:3]3)=[O:12])[CH2:18][CH2:17][CH2:16][C@@H:15]2[C:19]3[CH:20]=[CH:21][CH:22]=[CH:23][C:24]=3[CH2:25][C@H:14]12. The reactants are [NH:1]1[C:9]2[C:4](=[CH:5][C:6]([C:10]([OH:12])=O)=[CH:7][CH:8]=2)[CH:3]=[CH:2]1.[NH:13]1[CH2:18][CH2:17][CH2:16][C@@H:15]2[C:19]3[CH:20]=[CH:21][CH:22]=[CH:23][C:24]=3[CH2:25][C@H:14]12.F[P-](F)(F)(F)(F)F.N1(OC(N(C)C)=[N+](C)C)C2N=CC=CC=2N=N1. (8) The reactants are [C:1]1([C:21]2[CH:26]=[CH:25][CH:24]=[CH:23][CH:22]=2)[CH:6]=[CH:5][C:4]([C:7]([C:9]2[CH2:10][CH2:11][N:12]([C:15]3[N:20]=[CH:19][CH:18]=[CH:17][N:16]=3)[CH2:13][CH:14]=2)=[O:8])=[CH:3][CH:2]=1.[BH4-].[Na+]. The catalyst is CO.CCOC(C)=O. The product is [C:1]1([C:21]2[CH:26]=[CH:25][CH:24]=[CH:23][CH:22]=2)[CH:2]=[CH:3][C:4]([CH:7]([C:9]2[CH2:14][CH2:13][N:12]([C:15]3[N:16]=[CH:17][CH:18]=[CH:19][N:20]=3)[CH2:11][CH:10]=2)[OH:8])=[CH:5][CH:6]=1. The yield is 0.980.